This data is from Full USPTO retrosynthesis dataset with 1.9M reactions from patents (1976-2016). The task is: Predict the reactants needed to synthesize the given product. Given the product [CH3:24][CH2:25][CH2:20][CH2:21][CH2:50][CH2:49][CH2:48][CH2:47][CH2:22][CH2:23][CH2:2][CH2:1][O:3][S:4]([O-:8])(=[O:7])=[O:6].[Na+:9], predict the reactants needed to synthesize it. The reactants are: [CH2:1]([OH:3])[CH3:2].[S:4]([O-:8])([O-:7])(=[O:6])=S.[Na+:9].[Na+].C=O.C1C=CC(N[C:20]2[CH:25]=[CH:24][C:23](N=N[C:20]3[CH:25]=[C:24](S(O)(=O)=O)[CH:23]=[C:22]4[CH:47]=[C:48](S(O)(=O)=O)[CH:49]=[C:50](O)[C:21]=34)=[C:22]3[CH:47]=[CH:48][CH:49]=[C:50](S(O)(=O)=O)[C:21]=23)=CC=1.